This data is from Full USPTO retrosynthesis dataset with 1.9M reactions from patents (1976-2016). The task is: Predict the reactants needed to synthesize the given product. (1) Given the product [CH3:11][S:10][C:7]1[NH:6][C:5](=[O:12])[C:4]([C:1]2[CH:2]=[CH:13][N:36]=[C:34]([NH:33][C:30]3[CH:29]=[CH:28][C:27]([C:25]#[N:26])=[CH:32][CH:31]=3)[N:35]=2)=[CH:9][N:8]=1, predict the reactants needed to synthesize it. The reactants are: [C:1]([C:4]1[C:5](=[O:12])[NH:6][C:7]([S:10][CH3:11])=[N:8][CH:9]=1)(=O)[CH3:2].[C:13](OC(N(C)C)N(C)C)(C)(C)C.[C:25]([C:27]1[CH:32]=[CH:31][C:30]([NH:33][C:34]([NH2:36])=[NH:35])=[CH:29][CH:28]=1)#[N:26].C([O-])([O-])=O.[K+].[K+].Cl. (2) Given the product [F:1][C:2]1[CH:10]=[CH:9][C:8]([CH2:11][C:12]2[C:21]3[C:16](=[CH:17][CH:18]=[CH:19][CH:20]=3)[C:15](=[O:22])[NH:14][N:13]=2)=[CH:7][C:3]=1[C:4]([N:68]1[CH2:69][CH2:70][CH:65]([O:64][CH2:63][C:62](=[O:71])[N:56]2[CH2:57][CH2:58][CH2:59][CH2:60][CH2:61]2)[CH2:66][CH2:67]1)=[O:6], predict the reactants needed to synthesize it. The reactants are: [F:1][C:2]1[CH:10]=[CH:9][C:8]([CH2:11][C:12]2[C:21]3[C:16](=[CH:17][CH:18]=[CH:19][CH:20]=3)[C:15](=[O:22])[NH:14][N:13]=2)=[CH:7][C:3]=1[C:4]([OH:6])=O.CN(C(ON1N=NC2C=CC=CC1=2)=[N+](C)C)C.F[P-](F)(F)(F)(F)F.C(N(C(C)C)C(C)C)C.[N:56]1([C:62](=[O:71])[CH2:63][O:64][CH:65]2[CH2:70][CH2:69][NH:68][CH2:67][CH2:66]2)[CH2:61][CH2:60][CH2:59][CH2:58][CH2:57]1. (3) Given the product [C:19]([C:21]1[CH:22]=[C:23]([NH:27][C:7]([C:3]2[S:4][CH:5]=[CH:6][C:2]=2[CH3:1])=[O:9])[CH:24]=[CH:25][CH:26]=1)#[CH:20], predict the reactants needed to synthesize it. The reactants are: [CH3:1][C:2]1[CH:6]=[CH:5][S:4][C:3]=1[C:7]([OH:9])=O.S(Cl)(Cl)=O.C1COCC1.[C:19]([C:21]1[CH:22]=[C:23]([NH2:27])[CH:24]=[CH:25][CH:26]=1)#[CH:20]. (4) Given the product [CH3:1][CH:2]([CH3:21])[CH2:3][NH:4][C:5]1[C:14]2[C:9](=[N:10][CH:11]=[CH:12][CH:13]=2)[N:8]2[N:15]=[N:16][N:17]=[C:7]2[C:6]=1[NH2:18], predict the reactants needed to synthesize it. The reactants are: [CH3:1][CH:2]([CH3:21])[CH2:3][NH:4][C:5]1[C:14]2[C:9](=[N:10][CH:11]=[CH:12][CH:13]=2)[N:8]2[N:15]=[N:16][N:17]=[C:7]2[C:6]=1[N+:18]([O-])=O.[H][H]. (5) Given the product [NH:21]1[C:22]2[C:18](=[C:17]([C:15]3[CH:14]=[C:13]4[C:9]([CH:10]=[N:11][NH:12]4)=[C:8]([C:6]4[O:7][C:3]([CH2:2][S:36]([CH3:35])(=[O:38])=[O:37])=[N:4][N:5]=4)[CH:16]=3)[CH:25]=[CH:24][CH:23]=2)[CH:19]=[CH:20]1, predict the reactants needed to synthesize it. The reactants are: Cl[CH2:2][C:3]1[O:7][C:6]([C:8]2[CH:16]=[C:15]([C:17]3[CH:25]=[CH:24][CH:23]=[C:22]4[C:18]=3[CH:19]=[CH:20][NH:21]4)[CH:14]=[C:13]3[C:9]=2[CH:10]=[N:11][N:12]3S(C2C=CC=CC=2)(=O)=O)=[N:5][N:4]=1.[CH3:35][S:36]([O-:38])=[O:37].[Na+].[OH-].[Na+].Cl. (6) Given the product [F:51][C:2]([F:1])([C:47]([F:48])([F:49])[F:50])[CH2:3][CH2:4][C:5]([CH:7]([CH2:13][CH2:14][CH2:15][CH2:16][CH2:17][CH2:18][CH2:19][CH2:20][CH2:21][CH:22]1[C:31]2[C:26](=[CH:27][C:28]([OH:32])=[CH:29][CH:30]=2)[O:25][CH2:24][C:23]1([C:37]1[CH:38]=[CH:39][C:40]([OH:43])=[CH:41][CH:42]=1)[CH3:36])[C:8]([O:10][CH2:11][CH3:12])=[O:9])=[O:6], predict the reactants needed to synthesize it. The reactants are: [F:1][C:2]([F:51])([C:47]([F:50])([F:49])[F:48])[CH2:3][CH2:4][C:5]([CH:7]([CH2:13][CH2:14][CH2:15][CH2:16][CH2:17][CH2:18][CH2:19][CH2:20][CH2:21][CH:22]1[C:31]2[C:26](=[CH:27][C:28]([O:32]COC)=[CH:29][CH:30]=2)[O:25][CH2:24][C:23]1([C:37]1[CH:42]=[CH:41][C:40]([O:43]COC)=[CH:39][CH:38]=1)[CH3:36])[C:8]([O:10][CH2:11][CH3:12])=[O:9])=[O:6]. (7) Given the product [NH2:16][C:4]1[N:3]=[C:2]([NH:17][CH2:18][CH2:19][CH2:20][N:21]2[CH2:25][CH2:24][CH2:23][C:22]2=[O:26])[CH:7]=[C:6]([C:8]2[CH:13]=[CH:12][CH:11]=[C:10]([Cl:14])[C:9]=2[Cl:15])[N:5]=1, predict the reactants needed to synthesize it. The reactants are: Cl[C:2]1[CH:7]=[C:6]([C:8]2[CH:13]=[CH:12][CH:11]=[C:10]([Cl:14])[C:9]=2[Cl:15])[N:5]=[C:4]([NH2:16])[N:3]=1.[NH2:17][CH2:18][CH2:19][CH2:20][N:21]1[CH2:25][CH2:24][CH2:23][C:22]1=[O:26].